Dataset: Full USPTO retrosynthesis dataset with 1.9M reactions from patents (1976-2016). Task: Predict the reactants needed to synthesize the given product. (1) Given the product [Cl:20][C:5]1[C:6]([NH:9][C@@H:10]2[C@@H:15]3[CH2:16][C@@H:12]([CH:13]=[CH:14]3)[C@@H:11]2[C:17]([NH2:19])=[O:18])=[C:7]2[N:8]=[C:29]([C:28]3[C:23]([O:22][CH3:21])=[N:24][CH:25]=[CH:26][CH:27]=3)[NH:1][C:2]2=[N:3][CH:4]=1, predict the reactants needed to synthesize it. The reactants are: [NH2:1][C:2]1[C:7]([NH2:8])=[C:6]([NH:9][C@@H:10]2[C@@H:15]3[CH2:16][C@@H:12]([CH:13]=[CH:14]3)[C@@H:11]2[C:17]([NH2:19])=[O:18])[C:5]([Cl:20])=[CH:4][N:3]=1.[CH3:21][O:22][C:23]1[C:28]([CH:29]=O)=[CH:27][CH:26]=[CH:25][N:24]=1.C([O-])(=O)C.[NH4+]. (2) Given the product [C:26]([O:29][C:30]1[CH:35]=[C:34]([CH3:36])[C:33]([CH2:37][NH:21][C:19]([C:12]2[C:10]3[O:11][C:7]4[C@@:8]([CH3:24])([C:22](=[O:23])[C:4]([C:1](=[O:3])[CH3:2])=[C:5]([OH:25])[CH:6]=4)[C:9]=3[C:15]([OH:16])=[CH:14][C:13]=2[O:17][CH3:18])=[O:20])=[C:32]([CH3:39])[CH:31]=1)(=[O:28])[CH3:27], predict the reactants needed to synthesize it. The reactants are: [C:1]([C:4]1[C:22](=[O:23])[C@@:8]2([CH3:24])[C:9]3[C:15]([OH:16])=[CH:14][C:13]([O:17][CH3:18])=[C:12]([C:19]([NH2:21])=[O:20])[C:10]=3[O:11][C:7]2=[CH:6][C:5]=1[OH:25])(=[O:3])[CH3:2].[C:26]([O:29][C:30]1[CH:35]=[C:34]([CH3:36])[C:33]([CH:37]=O)=[C:32]([CH3:39])[CH:31]=1)(=[O:28])[CH3:27].C([SiH](CC)CC)C.FC(F)(F)C(O)=O. (3) Given the product [Br:1][C:2]1[CH:10]=[CH:9][CH:8]=[C:7]2[C:3]=1[CH2:4][C:5]([CH3:13])=[CH:6]2, predict the reactants needed to synthesize it. The reactants are: [Br:1][C:2]1[CH:10]=[C:9](Cl)[CH:8]=[C:7]2[C:3]=1[CH2:4][CH:5]([CH3:13])[C:6]2=O.[BH4-].[Na+].Cl.